Dataset: Full USPTO retrosynthesis dataset with 1.9M reactions from patents (1976-2016). Task: Predict the reactants needed to synthesize the given product. (1) Given the product [SH:35][CH2:34][CH2:33][CH2:32][CH2:31][CH2:30][CH2:29][O:28][C:25]1[CH:26]=[CH:27][C:22]([N:21]=[N:20][C:17]2[CH:16]=[CH:15][C:14]([C:13]([OH:36])=[O:12])=[CH:19][CH:18]=2)=[CH:23][CH:24]=1, predict the reactants needed to synthesize it. The reactants are: FC(F)(F)C(O)=O.C([O:12][C:13](=[O:36])[C:14]1[CH:19]=[CH:18][C:17]([N:20]=[N:21][C:22]2[CH:27]=[CH:26][C:25]([O:28][CH2:29][CH2:30][CH2:31][CH2:32][CH2:33][CH2:34][SH:35])=[CH:24][CH:23]=2)=[CH:16][CH:15]=1)(C)(C)C. (2) Given the product [CH3:22][O:21][C:13]1[CH:14]=[CH:15][C:16]([N+:18]([O-:20])=[O:19])=[CH:17][C:12]=1[N:9]1[CH2:10][CH2:11][CH:6]([C:4]([OH:5])=[O:3])[CH2:7][CH2:8]1, predict the reactants needed to synthesize it. The reactants are: C([O:3][C:4]([CH:6]1[CH2:11][CH2:10][N:9]([C:12]2[CH:17]=[C:16]([N+:18]([O-:20])=[O:19])[CH:15]=[CH:14][C:13]=2[O:21][CH3:22])[CH2:8][CH2:7]1)=[O:5])C.[OH-].[Na+]. (3) Given the product [Cl:11][C:8]1[CH:9]=[CH:10][C:5]([C:4]([OH:15])=[O:3])=[C:6]([O:12][CH2:13][CH3:14])[CH:7]=1, predict the reactants needed to synthesize it. The reactants are: C([O:3][C:4](=[O:15])[C:5]1[CH:10]=[CH:9][C:8]([Cl:11])=[CH:7][C:6]=1[O:12][CH2:13][CH3:14])C.[OH-].[K+].Cl. (4) Given the product [Cl:1][C:2]1[CH:3]=[CH:4][C:5]([NH:10][C:11]2[C:16]([Cl:17])=[CH:15][N:14]=[C:13]([NH:18][C:19]3[N:23]([CH:24]([CH3:25])[CH3:26])[N:22]=[C:21]([CH3:27])[CH:20]=3)[CH:12]=2)=[C:31]([CH:9]=1)[C:30]([OH:33])=[O:32], predict the reactants needed to synthesize it. The reactants are: [Cl:1][C:2]1[CH:3]=[CH:4][C:5]([NH:10][C:11]2[C:16]([Cl:17])=[CH:15][N:14]=[C:13]([NH:18][C:19]3[N:23]([CH:24]([CH3:26])[CH3:25])[N:22]=[C:21]([CH3:27])[CH:20]=3)[CH:12]=2)=C([CH:9]=1)C#N.[OH-].[Na+].[C:30]([O:33]CC)(=[O:32])[CH3:31]. (5) The reactants are: [CH2:1]([O:8][C:9]1[CH:14]=[CH:13][C:12]([CH2:15][C@@H:16]([OH:27])[C:17]([O:19][CH2:20][C:21]2[CH:26]=[CH:25][CH:24]=[CH:23][CH:22]=2)=[O:18])=[CH:11][CH:10]=1)[C:2]1[CH:7]=[CH:6][CH:5]=[CH:4][CH:3]=1.FC(F)(F)S(OS(C(F)(F)F)(=O)=O)(=O)=O.N1C(C)=CC=CC=1C.O[N:52]1[C:56](=[O:57])[C:55]2=[CH:58][CH:59]=[CH:60][CH:61]=[C:54]2[C:53]1=[O:62].C(N(CC)CC)C. Given the product [CH2:1]([O:8][C:9]1[CH:14]=[CH:13][C:12]([CH2:15][C@H:16]([O:27][N:52]2[C:56](=[O:57])[C:55]3[C:54](=[CH:61][CH:60]=[CH:59][CH:58]=3)[C:53]2=[O:62])[C:17]([O:19][CH2:20][C:21]2[CH:22]=[CH:23][CH:24]=[CH:25][CH:26]=2)=[O:18])=[CH:11][CH:10]=1)[C:2]1[CH:7]=[CH:6][CH:5]=[CH:4][CH:3]=1, predict the reactants needed to synthesize it. (6) Given the product [CH:1]1([C:4]2[C:5]([O:14][CH2:15][C:16]3([C:22]([F:25])([F:24])[F:23])[CH2:21][CH2:20][CH2:19][CH2:18][CH2:17]3)=[CH:6][C:7]([F:13])=[C:8]([CH:12]=2)[C:9]([NH:42][S:39]([CH3:38])(=[O:41])=[O:40])=[O:10])[CH2:3][CH2:2]1, predict the reactants needed to synthesize it. The reactants are: [CH:1]1([C:4]2[C:5]([O:14][CH2:15][C:16]3([C:22]([F:25])([F:24])[F:23])[CH2:21][CH2:20][CH2:19][CH2:18][CH2:17]3)=[CH:6][C:7]([F:13])=[C:8]([CH:12]=2)[C:9](O)=[O:10])[CH2:3][CH2:2]1.Cl.C(N=C=NCCCN(C)C)C.[CH3:38][S:39]([NH2:42])(=[O:41])=[O:40].Cl. (7) Given the product [Cl:8][C:9]1[CH:14]=[C:13]([NH:15][CH2:16][C:17]2[C:22]([CH3:23])=[CH:21][C:20]([C:24]([F:26])([F:27])[F:25])=[CH:19][C:18]=2[C:28]2[CH:29]=[CH:30][C:31]([C:34]([NH:36][CH2:37][CH2:38][C:39]([OH:41])=[O:40])=[O:35])=[N:32][CH:33]=2)[CH:12]=[CH:11][C:10]=1[C:44]1[CH:45]=[CH:46][C:47]([C:50]([F:53])([F:51])[F:52])=[CH:48][CH:49]=1, predict the reactants needed to synthesize it. The reactants are: [OH-].[Na+].C1COCC1.[Cl:8][C:9]1[CH:14]=[C:13]([NH:15][CH2:16][C:17]2[C:22]([CH3:23])=[CH:21][C:20]([C:24]([F:27])([F:26])[F:25])=[CH:19][C:18]=2[C:28]2[CH:29]=[CH:30][C:31]([C:34]([NH:36][CH2:37][CH2:38][C:39]([O:41]CC)=[O:40])=[O:35])=[N:32][CH:33]=2)[CH:12]=[CH:11][C:10]=1[C:44]1[CH:49]=[CH:48][C:47]([C:50]([F:53])([F:52])[F:51])=[CH:46][CH:45]=1.Cl. (8) Given the product [F:3][C:4]1[CH:5]=[CH:6][C:7]([C:10]2[O:11][C:12]3[CH:22]=[C:21]([NH:23][S:24]([CH3:27])(=[O:25])=[O:26])[C:20]([O:28][CH:29]([CH3:31])[CH3:30])=[CH:19][C:13]=3[C:14]=2[C:15]([OH:17])=[O:16])=[CH:8][CH:9]=1, predict the reactants needed to synthesize it. The reactants are: [OH-].[Na+].[F:3][C:4]1[CH:9]=[CH:8][C:7]([C:10]2[O:11][C:12]3[CH:22]=[C:21]([NH:23][S:24]([CH3:27])(=[O:26])=[O:25])[C:20]([O:28][CH:29]([CH3:31])[CH3:30])=[CH:19][C:13]=3[C:14]=2[C:15]([O:17]C)=[O:16])=[CH:6][CH:5]=1. (9) Given the product [Br:1][C:2]1[CH:3]=[C:4]([CH:8]=[CH:9][N:10]=1)[C:5]([N:24]([O:23][CH3:22])[CH3:25])=[O:6], predict the reactants needed to synthesize it. The reactants are: [Br:1][C:2]1[CH:3]=[C:4]([CH:8]=[CH:9][N:10]=1)[C:5](O)=[O:6].C1C=CC2N(O)N=NC=2C=1.Cl.[CH3:22][O:23][NH:24][CH3:25].C(Cl)CCl. (10) Given the product [CH2:2]([C:9]1([C:13]([OH:15])=[O:14])[CH2:12][CH2:11][CH2:10]1)[CH3:3], predict the reactants needed to synthesize it. The reactants are: [Li+].[CH3:2][CH:3]([N-]C(C)C)C.[CH:9]1([C:13]([OH:15])=[O:14])[CH2:12][CH2:11][CH2:10]1.ICC.Cl.